Dataset: Catalyst prediction with 721,799 reactions and 888 catalyst types from USPTO. Task: Predict which catalyst facilitates the given reaction. Reactant: [CH3:1][C:2]1[N:10]=[CH:9][CH:8]=[C:7]([CH3:11])[C:3]=1C(O)=O.[N-:12]=[N+]=[N-].[Na+]. Product: [CH3:1][C:2]1[C:3]([NH2:12])=[C:7]([CH3:11])[CH:8]=[CH:9][N:10]=1. The catalyst class is: 6.